Dataset: Forward reaction prediction with 1.9M reactions from USPTO patents (1976-2016). Task: Predict the product of the given reaction. (1) Given the reactants Br[C:2]1[CH:14]=[N:13][C:12]2[C:11]3[CH:10]=[CH:9][C:8]([C:15]([O:17][CH3:18])=[O:16])=[CH:7][C:6]=3[N:5]([CH:19]([C:26]3[CH:31]=[C:30]([F:32])[CH:29]=[CH:28][C:27]=3[F:33])[CH:20]3[CH2:25][CH2:24][O:23][CH2:22][CH2:21]3)[C:4]=2[CH:3]=1.[CH3:34][C:35]1[C:39](B2OC(C)(C)C(C)(C)O2)=[C:38]([CH3:49])[O:37][N:36]=1.C([O-])([O-])=O.[K+].[K+].O1CCOCC1, predict the reaction product. The product is: [F:33][C:27]1[CH:28]=[CH:29][C:30]([F:32])=[CH:31][C:26]=1[CH:19]([CH:20]1[CH2:21][CH2:22][O:23][CH2:24][CH2:25]1)[N:5]1[C:6]2[CH:7]=[C:8]([C:15]([O:17][CH3:18])=[O:16])[CH:9]=[CH:10][C:11]=2[C:12]2[N:13]=[CH:14][C:2]([C:39]3[C:35]([CH3:34])=[N:36][O:37][C:38]=3[CH3:49])=[CH:3][C:4]1=2. (2) Given the reactants [Br:1][C:2]1[CH:3]=[CH:4][C:5]2[S:9][CH:8]=[C:7]([CH2:10]O)[C:6]=2[CH:12]=1.[BrH:13], predict the reaction product. The product is: [Br:1][C:2]1[CH:3]=[CH:4][C:5]2[S:9][CH:8]=[C:7]([CH2:10][Br:13])[C:6]=2[CH:12]=1. (3) Given the reactants [C:1]([C:4]1([CH3:10])[N+:8]([O-:9])=[CH:7][CH2:6][CH2:5]1)(=[O:3])[NH2:2].C([C@H](N)C(O)=O)CC([NH:15][C@H](C(NCC(O)=O)=O)CSSC[C@H](NC(CC[C@H](N)C(O)=O)=O)C(NCC(O)=O)=O)=O.C(OOC(C)(C)C)(C)(C)C, predict the reaction product. The product is: [NH2:15][C:7]1[CH2:6][CH2:5][C:4]([C:1](=[O:3])[NH2:2])([CH3:10])[N+:8]=1[O-:9]. (4) Given the reactants [CH3:1][C:2]1([NH:13][C:14](=O)[C:15]2[CH:20]=[CH:19][CH:18]=[CH:17][CH:16]=2)[CH2:10][C:9]2[C:4](=[CH:5][C:6]([CH3:12])=[C:7]([CH3:11])[CH:8]=2)[CH2:3]1.[H-].[H-].[H-].[H-].[Li+].[Al+3], predict the reaction product. The product is: [CH2:14]([NH:13][C:2]1([CH3:1])[CH2:10][C:9]2[C:4](=[CH:5][C:6]([CH3:12])=[C:7]([CH3:11])[CH:8]=2)[CH2:3]1)[C:15]1[CH:20]=[CH:19][CH:18]=[CH:17][CH:16]=1.